Task: Predict the product of the given reaction.. Dataset: Forward reaction prediction with 1.9M reactions from USPTO patents (1976-2016) (1) Given the reactants [CH3:1][O:2][C:3]([NH:5][C@@H:6]([CH:10]1[CH2:15][CH2:14][O:13][CH2:12][CH2:11]1)[C:7]([OH:9])=O)=[O:4].CN(C(ON1N=NC2C=CC=NC1=2)=[N+](C)C)C.F[P-](F)(F)(F)(F)F.Cl.Cl.Cl.[Cl:43][C:44]1[C:45]([NH:73][C:74](=[O:94])[C:75]2[CH:80]=[CH:79][C:78]([N:81]3[CH2:86][CH2:85][N:84]([C:87](=[O:92])[C:88]([CH3:91])([CH3:90])[CH3:89])[CH2:83][C@H:82]3[CH3:93])=[N:77][CH:76]=2)=[CH:46][C:47]([O:68][C:69]([F:72])([F:71])[F:70])=[C:48]([C:50]2[CH:55]=[CH:54][C:53]([C:56]3[N:57]=[C:58]([C@@H:61]4[CH2:65][C@H:64]([O:66][CH3:67])[CH2:63][NH:62]4)[NH:59][CH:60]=3)=[CH:52][CH:51]=2)[CH:49]=1.CCN(C(C)C)C(C)C, predict the reaction product. The product is: [CH3:1][O:2][C:3](=[O:4])[NH:5][C@@H:6]([CH:10]1[CH2:15][CH2:14][O:13][CH2:12][CH2:11]1)[C:7]([N:62]1[CH2:63][C@@H:64]([O:66][CH3:67])[CH2:65][C@H:61]1[C:58]1[NH:59][CH:60]=[C:56]([C:53]2[CH:54]=[CH:55][C:50]([C:48]3[CH:49]=[C:44]([Cl:43])[C:45]([NH:73][C:74]([C:75]4[CH:76]=[N:77][C:78]([N:81]5[CH2:86][CH2:85][N:84]([C:87](=[O:92])[C:88]([CH3:90])([CH3:91])[CH3:89])[CH2:83][C@H:82]5[CH3:93])=[CH:79][CH:80]=4)=[O:94])=[CH:46][C:47]=3[O:68][C:69]([F:71])([F:72])[F:70])=[CH:51][CH:52]=2)[N:57]=1)=[O:9]. (2) Given the reactants [CH2:1]([O:8][C:9]1[CH:14]=[CH:13][C:12]([C:15]2[CH:20]=[CH:19][C:18]([C:21](O)=[O:22])=[CH:17][CH:16]=2)=[CH:11][CH:10]=1)[C:2]1[CH:7]=[CH:6][CH:5]=[CH:4][CH:3]=1.Cl.[CH3:25][O:26][C:27](=[O:37])[C@H:28]([CH2:30][C:31]1[CH:36]=[CH:35][CH:34]=[CH:33][CH:32]=1)[NH2:29].Cl.C(N=C=NCCCN(C)C)C.ON1C2C=CC=CC=2N=N1.C(N(CC)CC)C, predict the reaction product. The product is: [CH3:25][O:26][C:27](=[O:37])[CH:28]([NH:29][C:21]([C:18]1[CH:17]=[CH:16][C:15]([C:12]2[CH:13]=[CH:14][C:9]([O:8][CH2:1][C:2]3[CH:7]=[CH:6][CH:5]=[CH:4][CH:3]=3)=[CH:10][CH:11]=2)=[CH:20][CH:19]=1)=[O:22])[CH2:30][C:31]1[CH:36]=[CH:35][CH:34]=[CH:33][CH:32]=1. (3) Given the reactants [Cl:1][C:2]1[CH:7]=[C:6]([C:8]2[C:9]3[N:10]([C:26]([CH2:29][CH3:30])=[CH:27][CH:28]=3)[N:11]=[C:12]([CH2:23]SC)[C:13]=2[CH2:14][CH2:15][CH2:16][CH2:17][C:18]([O:20][CH2:21][CH3:22])=[O:19])[CH:5]=[CH:4][N:3]=1.O[O:32][S:33]([O-:35])=O.[K+].O1CCC[CH2:38]1, predict the reaction product. The product is: [Cl:1][C:2]1[CH:7]=[C:6]([C:8]2[C:9]3[N:10]([C:26]([CH2:29][CH3:30])=[CH:27][CH:28]=3)[N:11]=[C:12]([CH2:23][S:33]([CH3:38])(=[O:35])=[O:32])[C:13]=2[CH2:14][CH2:15][CH2:16][CH2:17][C:18]([O:20][CH2:21][CH3:22])=[O:19])[CH:5]=[CH:4][N:3]=1. (4) Given the reactants Cl[C:2]1[CH:7]=[N:6][CH:5]=[C:4]([O:8][CH2:9][CH2:10][CH2:11][CH2:12][CH2:13][CH3:14])[N:3]=1.C(O)CCCCC.[NH:22]1[CH2:27][CH2:26][NH:25][CH2:24][CH2:23]1.C([O-])([O-])=O.[K+].[K+], predict the reaction product. The product is: [CH2:9]([O:8][C:4]1[CH:5]=[N:6][CH:7]=[C:2]([N:22]2[CH2:27][CH2:26][NH:25][CH2:24][CH2:23]2)[N:3]=1)[CH2:10][CH2:11][CH2:12][CH2:13][CH3:14].